This data is from Full USPTO retrosynthesis dataset with 1.9M reactions from patents (1976-2016). The task is: Predict the reactants needed to synthesize the given product. Given the product [Br:1][C:2]1[C:3]([CH3:14])=[N:4][N:5]([CH2:16][C:17]([CH3:23])([CH3:22])[C:18]([O:20][CH3:21])=[O:19])[C:6]=1[C:7]1[CH:12]=[CH:11][C:10]([F:13])=[CH:9][CH:8]=1, predict the reactants needed to synthesize it. The reactants are: [Br:1][C:2]1[C:3]([CH3:14])=[N:4][NH:5][C:6]=1[C:7]1[CH:12]=[CH:11][C:10]([F:13])=[CH:9][CH:8]=1.O[CH2:16][C:17]([CH3:23])([CH3:22])[C:18]([O:20][CH3:21])=[O:19].C1(P(C2C=CC=CC=2)C2C=CC=CC=2)C=CC=CC=1.N(C(OC(C)C)=O)=NC(OC(C)C)=O.